This data is from Forward reaction prediction with 1.9M reactions from USPTO patents (1976-2016). The task is: Predict the product of the given reaction. (1) Given the reactants [Cl:1][C:2]1[CH:12]=[CH:11][C:5]2[N:6]=[C:7]([NH:9][CH3:10])[S:8][C:4]=2[CH:3]=1.[Cl:13][S:14](O)(=[O:16])=[O:15], predict the reaction product. The product is: [Cl:1][C:2]1[CH:3]=[C:4]2[S:8][C:7]([NH:9][CH3:10])=[N:6][C:5]2=[C:11]([S:14]([Cl:13])(=[O:16])=[O:15])[CH:12]=1. (2) The product is: [CH2:1]([O:8][C:9]1[CH:10]=[CH:11][C:12]2[C:13]3[S:28][C:27]([CH2:29][CH2:30][CH3:31])=[N:26][C:14]=3[C:15]([NH2:19])=[N:16][C:17]=2[CH:18]=1)[C:2]1[CH:3]=[CH:4][CH:5]=[CH:6][CH:7]=1. Given the reactants [CH2:1]([O:8][C:9]1[CH:10]=[CH:11][C:12]2[C:13]3[S:28][C:27]([CH2:29][CH2:30][CH3:31])=[N:26][C:14]=3[C:15]([NH:19]C(=O)C(Cl)(Cl)Cl)=[N:16][C:17]=2[CH:18]=1)[C:2]1[CH:7]=[CH:6][CH:5]=[CH:4][CH:3]=1.C[O-].[Na+], predict the reaction product. (3) Given the reactants [N+:1]([C:4]1[CH:9]=[CH:8][C:7](/[CH:10]=[CH:11]\[C:12]2[N:13]=[C:14]([NH:17][C:18](=[O:20])[CH3:19])[S:15][CH:16]=2)=[CH:6][CH:5]=1)([O-:3])=[O:2].Cl.[NH:22]1[CH2:26][CH2:25][C@@H:24]([C:27]([O:29][CH3:30])=[O:28])[CH2:23]1.[CH2:31]=O, predict the reaction product. The product is: [C:18]([NH:17][C:14]1[S:15][C:16]([CH2:31][N:22]2[CH2:26][CH2:25][C@@H:24]([C:27]([O:29][CH3:30])=[O:28])[CH2:23]2)=[C:12](/[CH:11]=[CH:10]\[C:7]2[CH:8]=[CH:9][C:4]([N+:1]([O-:3])=[O:2])=[CH:5][CH:6]=2)[N:13]=1)(=[O:20])[CH3:19]. (4) Given the reactants [N:1]([CH2:4][CH2:5][CH2:6][S:7]([O-:10])(=O)=[O:8])=[N+:2]=[N-:3].[Na+].S(Cl)([Cl:14])=O, predict the reaction product. The product is: [N:1]([CH2:4][CH2:5][CH2:6][S:7]([Cl:14])(=[O:10])=[O:8])=[N+:2]=[N-:3]. (5) Given the reactants [NH2:1][C:2]1([CH2:8][C:9]([O:11][CH3:12])=[O:10])[CH2:7][CH2:6][O:5][CH2:4][CH2:3]1.[CH3:13][C:14]1[CH:23]=[C:22]([CH2:24][N:25]2[C:33]3[C:28](=[CH:29][C:30]([C:34](Cl)=[O:35])=[CH:31][CH:32]=3)[CH:27]=[CH:26]2)[C:21]2[CH2:20][CH:19]=[CH:18][CH2:17][C:16]=2[N:15]=1, predict the reaction product. The product is: [CH3:13][C:14]1[CH:23]=[C:22]([CH2:24][N:25]2[C:33]3[C:28](=[CH:29][C:30]([C:34]([NH:1][C:2]4([CH2:8][C:9]([O:11][CH3:12])=[O:10])[CH2:3][CH2:4][O:5][CH2:6][CH2:7]4)=[O:35])=[CH:31][CH:32]=3)[CH:27]=[CH:26]2)[C:21]2[CH2:20][CH:19]=[CH:18][CH2:17][C:16]=2[N:15]=1. (6) Given the reactants [Cl:1][C:2]1[CH:11]=[CH:10][C:5]([C:6]([O:8]C)=[O:7])=[C:4]([O:12][CH2:13][C:14]([O:16]CC)=[O:15])[CH:3]=1.[OH-].[K+], predict the reaction product. The product is: [C:14]([CH2:13][O:12][C:4]1[CH:3]=[C:2]([Cl:1])[CH:11]=[CH:10][C:5]=1[C:6]([OH:8])=[O:7])([OH:16])=[O:15].